Dataset: Forward reaction prediction with 1.9M reactions from USPTO patents (1976-2016). Task: Predict the product of the given reaction. (1) Given the reactants [C:1]([C:4]1[S:8][C:7]([C:9]2[CH:10]=[C:11]([CH2:15][S:16]([NH2:19])(=[O:18])=[O:17])[CH:12]=[CH:13][CH:14]=2)=[CH:6][CH:5]=1)(=[O:3])[CH3:2].[C:20]1([CH2:26][CH2:27][CH2:28][C:29](O)=[O:30])[CH:25]=[CH:24][CH:23]=[CH:22][CH:21]=1, predict the reaction product. The product is: [C:20]1([CH2:26][CH2:27][CH2:28][C:29]([NH:19][S:16]([CH2:15][C:11]2[CH:12]=[CH:13][CH:14]=[C:9]([C:7]3[S:8][C:4]([C:1](=[O:3])[CH3:2])=[CH:5][CH:6]=3)[CH:10]=2)(=[O:17])=[O:18])=[O:30])[CH:25]=[CH:24][CH:23]=[CH:22][CH:21]=1. (2) Given the reactants [NH2:1][C:2]1[C:11]([N+:12]([O-:14])=[O:13])=[CH:10][CH:9]=[C:8](Cl)[C:3]=1[C:4]([O:6][CH3:7])=[O:5].[C:16]([O:24][CH2:25][CH3:26])(=[O:23])[CH2:17][C:18]([O:20][CH2:21][CH3:22])=[O:19].C([O-])([O-])=O.[K+].[K+].Cl, predict the reaction product. The product is: [NH2:1][C:2]1[C:3]([C:4]([O:6][CH3:7])=[O:5])=[C:8]([CH:17]([C:18]([O:20][CH2:21][CH3:22])=[O:19])[C:16]([O:24][CH2:25][CH3:26])=[O:23])[CH:9]=[CH:10][C:11]=1[N+:12]([O-:14])=[O:13]. (3) Given the reactants Br[C:2]1[CH:3]=[C:4]([CH2:9][NH:10][C:11]([C@@H:13]2[CH2:17][C@@H:16]([F:18])[CH2:15][N:14]2[S:19]([C:22]2[CH:27]=[CH:26][C:25]([F:28])=[CH:24][CH:23]=2)(=[O:21])=[O:20])=[O:12])[CH:5]=[C:6]([F:8])[CH:7]=1.[F:29][C:30]([F:37])([F:36])[C:31]1[CH:32]=[N:33][NH:34][CH:35]=1.CNCCNC.C(=O)([O-])[O-].[K+].[K+], predict the reaction product. The product is: [F:18][C@H:16]1[CH2:15][N:14]([S:19]([C:22]2[CH:27]=[CH:26][C:25]([F:28])=[CH:24][CH:23]=2)(=[O:21])=[O:20])[C@H:13]([C:11]([NH:10][CH2:9][C:4]2[CH:3]=[C:2]([N:33]3[CH:32]=[C:31]([C:30]([F:37])([F:36])[F:29])[CH:35]=[N:34]3)[CH:7]=[C:6]([F:8])[CH:5]=2)=[O:12])[CH2:17]1. (4) Given the reactants [CH3:1][O:2][C:3]1[N:8]=[CH:7][C:6]([CH2:9]O)=[CH:5][CH:4]=1.S(Cl)([Cl:13])=O.C1(C)C=CC=CC=1.[OH-].[Na+], predict the reaction product. The product is: [Cl:13][CH2:9][C:6]1[CH:5]=[CH:4][C:3]([O:2][CH3:1])=[N:8][CH:7]=1. (5) Given the reactants [Br:1][C:2]1[CH:3]=[C:4]([CH:25]=[C:26]([O:28]C)[CH:27]=1)[CH2:5][NH:6][C:7]1[C:12]([Cl:13])=[CH:11][N:10]=[C:9]([NH:14][C:15]2[CH:16]=[C:17]([CH2:21][CH2:22][CH2:23]O)[CH:18]=[CH:19][CH:20]=2)[N:8]=1.C(Cl)Cl.B(Br)(Br)[Br:34].C([O-])(O)=O.[Na+], predict the reaction product. The product is: [Br:1][C:2]1[CH:27]=[C:26]([OH:28])[CH:25]=[C:4]([CH2:5][NH:6][C:7]2[C:12]([Cl:13])=[CH:11][N:10]=[C:9]([NH:14][C:15]3[CH:20]=[CH:19][CH:18]=[C:17]([CH2:21][CH2:22][CH2:23][Br:34])[CH:16]=3)[N:8]=2)[CH:3]=1. (6) Given the reactants Cl.[Si]([O:9][C@@H:10]([C@@H:12]1[C@@H:15]([C@@H:16]([CH3:35])[C:17]([C:19]2[S:23][C:22]3=[C:24]([C:27]([C:29]4[CH:30]=[N:31][CH:32]=[CH:33][CH:34]=4)=[O:28])[N:25]=[CH:26][N:21]3[CH:20]=2)=[O:18])[N:14]([C:36]([C:56]([O:58][CH2:59][C:60]2[CH:65]=[CH:64][C:63]([N+:66]([O-:68])=[O:67])=[CH:62][CH:61]=2)=[O:57])=[P:37]([C:50]2[CH:55]=[CH:54][CH:53]=[CH:52][CH:51]=2)([C:44]2[CH:49]=[CH:48][CH:47]=[CH:46][CH:45]=2)[C:38]2[CH:43]=[CH:42][CH:41]=[CH:40][CH:39]=2)[C:13]1=[O:69])[CH3:11])(C(C)(C)C)(C)C.C(=O)(O)[O-].[Na+], predict the reaction product. The product is: [OH:9][C@@H:10]([C@@H:12]1[C@@H:15]([C@@H:16]([CH3:35])[C:17]([C:19]2[S:23][C:22]3=[C:24]([C:27]([C:29]4[CH:30]=[N:31][CH:32]=[CH:33][CH:34]=4)=[O:28])[N:25]=[CH:26][N:21]3[CH:20]=2)=[O:18])[N:14]([C:36]([C:56]([O:58][CH2:59][C:60]2[CH:61]=[CH:62][C:63]([N+:66]([O-:68])=[O:67])=[CH:64][CH:65]=2)=[O:57])=[P:37]([C:38]2[CH:39]=[CH:40][CH:41]=[CH:42][CH:43]=2)([C:44]2[CH:49]=[CH:48][CH:47]=[CH:46][CH:45]=2)[C:50]2[CH:55]=[CH:54][CH:53]=[CH:52][CH:51]=2)[C:13]1=[O:69])[CH3:11]. (7) Given the reactants C(OC([N:8]1[CH2:12][CH2:11][C:10]([O:52][CH3:53])([C:13](=[O:51])[NH:14][C:15]2[CH:16]=[C:17]3[C:21](=[CH:22][CH:23]=2)[N:20](C(C2C=CC=CC=2)(C2C=CC=CC=2)C2C=CC=CC=2)[N:19]=[C:18]3[C:43]2[CH:48]=[CH:47][N:46]=[C:45]([O:49][CH3:50])[CH:44]=2)[CH2:9]1)=O)(C)(C)C.C([SiH](CC)CC)C.C(O)(C(F)(F)F)=O, predict the reaction product. The product is: [CH3:50][O:49][C:45]1[CH:44]=[C:43]([C:18]2[C:17]3[C:21](=[CH:22][CH:23]=[C:15]([NH:14][C:13]([C:10]4([O:52][CH3:53])[CH2:11][CH2:12][NH:8][CH2:9]4)=[O:51])[CH:16]=3)[NH:20][N:19]=2)[CH:48]=[CH:47][N:46]=1. (8) Given the reactants [I:1][C:2]1[CH:10]=[CH:9][C:8]2[CH2:7][CH2:6][CH2:5][C:4]=2[C:3]=1[OH:11].O.[N+:13]([O-])([OH:15])=[O:14].S([O-])([O-])=O.[Na+].[Na+], predict the reaction product. The product is: [I:1][C:2]1[CH:10]=[C:9]([N+:13]([O-:15])=[O:14])[C:8]2[CH2:7][CH2:6][CH2:5][C:4]=2[C:3]=1[OH:11]. (9) Given the reactants Cl[C:2]1[N:7]=[C:6]([C:8]([F:11])([CH3:10])[CH3:9])[N:5]=[C:4]([NH2:12])[N:3]=1.[F:13][C:14]1[C:20]([F:21])=[CH:19][C:18]([F:22])=[C:17]([F:23])[C:15]=1[NH2:16].CC([O-])(C)C.[K+], predict the reaction product. The product is: [F:11][C:8]([C:6]1[N:5]=[C:4]([NH2:12])[N:3]=[C:2]([NH:16][C:15]2[C:17]([F:23])=[C:18]([F:22])[CH:19]=[C:20]([F:21])[C:14]=2[F:13])[N:7]=1)([CH3:10])[CH3:9]. (10) Given the reactants [CH3:1][C:2]1[CH:7]=[C:6]([C:8]2[CH:9]=[CH:10][C:11]3[N:17]4[CH2:18][C@H:14]([CH2:15][CH2:16]4)[NH:13][C:12]=3[N:19]=2)[CH:5]=[CH:4][N:3]=1.Cl[C:21](Cl)([O:23]C(=O)OC(Cl)(Cl)Cl)Cl.C(N(CC)CC)C.[NH:39]1[CH2:44][CH2:43][O:42][CH2:41][CH2:40]1, predict the reaction product. The product is: [CH3:1][C:2]1[CH:7]=[C:6]([C:8]2[CH:9]=[CH:10][C:11]3[N:17]4[CH2:18][C@H:14]([CH2:15][CH2:16]4)[N:13]([C:21]([N:39]4[CH2:44][CH2:43][O:42][CH2:41][CH2:40]4)=[O:23])[C:12]=3[N:19]=2)[CH:5]=[CH:4][N:3]=1.